Dataset: Full USPTO retrosynthesis dataset with 1.9M reactions from patents (1976-2016). Task: Predict the reactants needed to synthesize the given product. Given the product [CH3:26][C:27]1([CH3:39])[O:31][C@H:30]([CH2:32][N:33]2[CH:37]=[CH:36][C:35]([NH:38][C:14](=[O:16])[C@@H:13]([N:11]3[CH2:12][C:8]([O:7][C:6]4[CH:22]=[CH:23][CH:24]=[C:4]([O:3][CH2:1][CH3:2])[C:5]=4[F:25])=[CH:9][C:10]3=[O:21])[CH2:17][CH:18]([CH3:20])[CH3:19])=[N:34]2)[CH2:29][O:28]1, predict the reactants needed to synthesize it. The reactants are: [CH2:1]([O:3][C:4]1[C:5]([F:25])=[C:6]([CH:22]=[CH:23][CH:24]=1)[O:7][C:8]1[CH2:12][N:11]([C@@H:13]([CH2:17][CH:18]([CH3:20])[CH3:19])[C:14]([OH:16])=O)[C:10](=[O:21])[CH:9]=1)[CH3:2].[CH3:26][C:27]1([CH3:39])[O:31][C@H:30]([CH2:32][N:33]2[CH:37]=[CH:36][C:35]([NH2:38])=[N:34]2)[CH2:29][O:28]1.F[P-](F)(F)(F)(F)F.N1(O[P+](N(C)C)(N(C)C)N(C)C)C2C=CC=CC=2N=N1.C(N(CC)C(C)C)(C)C.